From a dataset of Catalyst prediction with 721,799 reactions and 888 catalyst types from USPTO. Predict which catalyst facilitates the given reaction. Reactant: C([N:4]1[C:12]2[C:7](=[CH:8][CH:9]=[CH:10][CH:11]=2)[C:6](=[C:13](OCC)[C:14]2[CH:19]=[CH:18][CH:17]=[CH:16][CH:15]=2)[C:5]1=[O:23])(=O)C.[C:24]([N:27]([C:29]1[CH:35]=[CH:34][C:32]([NH2:33])=[CH:31][CH:30]=1)[CH3:28])(=[O:26])[CH3:25].[OH-].[Na+]. Product: [C:24]([N:27]([C:29]1[CH:35]=[CH:34][C:32]([NH:33]/[C:13](=[C:6]2\[C:5](=[O:23])[NH:4][C:12]3[C:7]\2=[CH:8][CH:9]=[CH:10][CH:11]=3)/[C:14]2[CH:15]=[CH:16][CH:17]=[CH:18][CH:19]=2)=[CH:31][CH:30]=1)[CH3:28])(=[O:26])[CH3:25]. The catalyst class is: 121.